This data is from Catalyst prediction with 721,799 reactions and 888 catalyst types from USPTO. The task is: Predict which catalyst facilitates the given reaction. Reactant: [NH2:1][C@:2]([C:13]1[C:18]([F:19])=[CH:17][CH:16]=[C:15]([Br:20])[N:14]=1)([CH:10]([F:12])[F:11])[CH2:3][C@H:4]([OH:9])[C:5]([F:8])([F:7])[F:6].[C:21]([N:29]=[C:30]=S)(=[O:28])[C:22]1[CH:27]=[CH:26][CH:25]=[CH:24][CH:23]=1.C(N(CC)CC)C.Cl.CN(C)CCCN=C=NCC. Product: [Br:20][C:15]1[N:14]=[C:13]([C@@:2]2([CH:10]([F:12])[F:11])[CH2:3][C@@H:4]([C:5]([F:6])([F:7])[F:8])[O:9][C:30]([NH:29][C:21](=[O:28])[C:22]3[CH:27]=[CH:26][CH:25]=[CH:24][CH:23]=3)=[N:1]2)[C:18]([F:19])=[CH:17][CH:16]=1. The catalyst class is: 20.